This data is from Full USPTO retrosynthesis dataset with 1.9M reactions from patents (1976-2016). The task is: Predict the reactants needed to synthesize the given product. (1) Given the product [OH:24][C@@H:19]1[CH2:20][CH2:21][CH2:22][CH2:23][C@H:18]1[NH:17][C:15]1[O:16][C:12]2[CH:11]=[C:10]([CH2:9][N:6]3[C:5]4[CH:27]=[CH:28][C:2]([C:30]#[N:31])=[CH:3][C:4]=4[N:8]=[CH:7]3)[CH:26]=[CH:25][C:13]=2[N:14]=1, predict the reactants needed to synthesize it. The reactants are: Br[C:2]1[CH:28]=[CH:27][C:5]2[N:6]([CH2:9][C:10]3[CH:26]=[CH:25][C:13]4[N:14]=[C:15]([NH:17][C@@H:18]5[CH2:23][CH2:22][CH2:21][CH2:20][C@H:19]5[OH:24])[O:16][C:12]=4[CH:11]=3)[CH:7]=[N:8][C:4]=2[CH:3]=1.O.[CH3:30][N:31](C=O)C. (2) Given the product [CH2:18]([C:25]1[S:29][C:28]([NH:30][C:5](=[O:7])[CH2:4][CH2:3][C:2](=[O:1])[C:8]2[CH:17]=[CH:16][C:15]3[CH2:14][CH2:13][CH2:12][CH2:11][C:10]=3[CH:9]=2)=[CH:27][C:26]=1[C:31]1[CH:36]=[CH:35][CH:34]=[CH:33][CH:32]=1)[C:19]1[CH:20]=[CH:21][CH:22]=[CH:23][CH:24]=1, predict the reactants needed to synthesize it. The reactants are: [O:1]=[C:2]([C:8]1[CH:17]=[CH:16][C:15]2[CH2:14][CH2:13][CH2:12][CH2:11][C:10]=2[CH:9]=1)[CH2:3][CH2:4][C:5]([OH:7])=O.[CH2:18]([C:25]1[S:29][C:28]([NH2:30])=[CH:27][C:26]=1[C:31]1[CH:36]=[CH:35][CH:34]=[CH:33][CH:32]=1)[C:19]1[CH:24]=[CH:23][CH:22]=[CH:21][CH:20]=1.CCN=C=NCCCN(C)C.C1C=CC2N(O)N=NC=2C=1. (3) The reactants are: I[C:2]1[CH:10]=[CH:9][C:5]([C:6]([OH:8])=[O:7])=[CH:4][CH:3]=1.O.[F:12][C:13]([F:24])([F:23])[C:14]1[CH:15]=[C:16](B(O)O)[CH:17]=[CH:18][CH:19]=1.C(=O)([O-])[O-].[Na+].[Na+]. Given the product [F:12][C:13]([F:24])([F:23])[C:14]1[CH:19]=[C:18]([C:2]2[CH:10]=[CH:9][C:5]([C:6]([OH:8])=[O:7])=[CH:4][CH:3]=2)[CH:17]=[CH:16][CH:15]=1, predict the reactants needed to synthesize it. (4) Given the product [CH3:3][CH:4]([O:8][C:9]([CH3:11])=[O:10])[CH2:5][O:6][CH3:7], predict the reactants needed to synthesize it. The reactants are: [Na].Cl.[CH3:3][CH:4]([O:8][C:9]([CH3:11])=[O:10])[CH2:5][O:6][CH3:7].C(OCC)(=O)C. (5) Given the product [CH3:23][N:32]([CH3:30])[C:26]1[CH:27]=[C:28]2[C:9](=[CH:10][C:11]=1[C:12]([F:13])([F:14])[F:15])[NH:8][C:7](=[O:16])[N:6]([NH:17][S:18]([CH3:21])(=[O:19])=[O:20])[C:29]2=[O:25], predict the reactants needed to synthesize it. The reactants are: NC1C=C2[C:9](=[CH:10][C:11]=1[C:12]([F:15])([F:14])[F:13])[NH:8][C:7](=[O:16])[N:6]([NH:17][S:18]([CH3:21])(=[O:20])=[O:19])C2=O.[CH2:23]=O.[O:25]1[CH2:29][CH2:28][CH2:27][CH2:26]1.[C:30](#[N:32])C.O. (6) Given the product [Cl:1][C:2]1[CH:3]=[C:4]([N:49]2[CH2:50][CH2:51][CH:46]([C:40]3[CH:45]=[CH:44][CH:43]=[CH:42][CH:41]=3)[CH2:47][CH2:48]2)[CH:5]=[C:6]([Cl:31])[C:7]=1[CH2:8][C@@H:9]1[CH2:13][CH2:12][N:11]([C@H:14]2[CH2:22][CH2:21][C:20]3[C:16](=[CH:17][NH:18][N:19]=3)[CH2:15]2)[C:10]1=[O:30], predict the reactants needed to synthesize it. The reactants are: [Cl:1][C:2]1[CH:3]=[C:4](OS(C(F)(F)F)(=O)=O)[CH:5]=[C:6]([Cl:31])[C:7]=1[CH2:8][C@@H:9]1[CH2:13][CH2:12][N:11]([C@H:14]2[CH2:22][CH2:21][C:20]3[C:16](=[CH:17][N:18](S(C(F)(F)F)(=O)=O)[N:19]=3)[CH2:15]2)[C:10]1=[O:30].[C:40]1([CH:46]2[CH2:51][CH2:50][NH:49][CH2:48][CH2:47]2)[CH:45]=[CH:44][CH:43]=[CH:42][CH:41]=1.[Li+].[OH-].